Task: Regression. Given a peptide amino acid sequence and an MHC pseudo amino acid sequence, predict their binding affinity value. This is MHC class II binding data.. Dataset: Peptide-MHC class II binding affinity with 134,281 pairs from IEDB (1) The peptide sequence is VHVSFVMAYPEMLAA. The MHC is HLA-DPA10301-DPB10402 with pseudo-sequence HLA-DPA10301-DPB10402. The binding affinity (normalized) is 0.568. (2) The peptide sequence is KTKEGVLYVGSKTKK. The MHC is HLA-DQA10501-DQB10301 with pseudo-sequence HLA-DQA10501-DQB10301. The binding affinity (normalized) is 0.461. (3) The peptide sequence is DPRQGLAVLRKVKRV. The MHC is DRB1_0701 with pseudo-sequence DRB1_0701. The binding affinity (normalized) is 0.399. (4) The binding affinity (normalized) is 0.357. The MHC is DRB3_0101 with pseudo-sequence DRB3_0101. The peptide sequence is DHAHWTEAKMLLDNI. (5) The peptide sequence is APPIYEKLSAEQSPP. The MHC is DRB1_0101 with pseudo-sequence DRB1_0101. The binding affinity (normalized) is 0.460. (6) The peptide sequence is GDEQKLRSAGELELQFRRVK. The MHC is DRB1_0405 with pseudo-sequence DRB1_0405. The binding affinity (normalized) is 0.147. (7) The peptide sequence is DDYTEYKLTESIDNI. The MHC is HLA-DQA10301-DQB10301 with pseudo-sequence YNYHERRFATVLHIVYFAYTYYDVRTETVHLETT. The binding affinity (normalized) is 0.108.